From a dataset of Peptide-MHC class II binding affinity with 134,281 pairs from IEDB. Regression. Given a peptide amino acid sequence and an MHC pseudo amino acid sequence, predict their binding affinity value. This is MHC class II binding data. (1) The peptide sequence is NDAIKASTGGAYESY. The binding affinity (normalized) is 0.793. The MHC is HLA-DQA10501-DQB10301 with pseudo-sequence HLA-DQA10501-DQB10301. (2) The peptide sequence is LVKFVAGDGDVVAVD. The MHC is HLA-DPA10103-DPB10301 with pseudo-sequence HLA-DPA10103-DPB10301. The binding affinity (normalized) is 0. (3) The peptide sequence is IYECKGVTVKDVTIT. The MHC is HLA-DPA10103-DPB10401 with pseudo-sequence HLA-DPA10103-DPB10401. The binding affinity (normalized) is 0.231. (4) The peptide sequence is GVWTFDSEEPLQGPF. The MHC is DRB5_0101 with pseudo-sequence DRB5_0101. The binding affinity (normalized) is 0.196. (5) The peptide sequence is LHDLKIAIANIIDEI. The MHC is DRB1_1101 with pseudo-sequence DRB1_1101. The binding affinity (normalized) is 0.127. (6) The binding affinity (normalized) is 0.372. The peptide sequence is GMKVKNTIAATSFAA. The MHC is HLA-DPA10301-DPB10402 with pseudo-sequence HLA-DPA10301-DPB10402. (7) The peptide sequence is AFKVAPTAANAAPAN. The MHC is DRB1_0802 with pseudo-sequence DRB1_0802. The binding affinity (normalized) is 0.735. (8) The binding affinity (normalized) is 0.0727. The peptide sequence is SAAVKDERAVHADMG. The MHC is DRB4_0101 with pseudo-sequence DRB4_0103. (9) The peptide sequence is PGIKAQQSKLAQRRV. The MHC is DRB1_1101 with pseudo-sequence DRB1_1101. The binding affinity (normalized) is 0.578. (10) The peptide sequence is SKQEEKVFEESEYFR. The MHC is DRB1_0101 with pseudo-sequence DRB1_0101. The binding affinity (normalized) is 0.0387.